From a dataset of Catalyst prediction with 721,799 reactions and 888 catalyst types from USPTO. Predict which catalyst facilitates the given reaction. Reactant: [NH2:1][C@H:2]([C:5]1[N:14]([C:15]2[CH:20]=[CH:19][CH:18]=[CH:17][CH:16]=2)[C:13](=[O:21])[C:12]2[C:7](=[CH:8][CH:9]=[CH:10][C:11]=2[Cl:22])[N:6]=1)[CH2:3][CH3:4].[NH2:23][C:24]1[C:29]([CH:30]=[O:31])=[C:28](Cl)[N:27]=[CH:26][N:25]=1.CCN(C(C)C)C(C)C. Product: [NH2:23][C:24]1[C:29]([CH:30]=[O:31])=[C:28]([NH:1][C@@H:2]([C:5]2[N:14]([C:15]3[CH:16]=[CH:17][CH:18]=[CH:19][CH:20]=3)[C:13](=[O:21])[C:12]3[C:7](=[CH:8][CH:9]=[CH:10][C:11]=3[Cl:22])[N:6]=2)[CH2:3][CH3:4])[N:27]=[CH:26][N:25]=1. The catalyst class is: 114.